From a dataset of Full USPTO retrosynthesis dataset with 1.9M reactions from patents (1976-2016). Predict the reactants needed to synthesize the given product. (1) Given the product [Si:1]([O:8][CH2:9][C:10]1([CH3:38])[S:16][CH2:15][CH2:14][N:13]2[C:17]([C:20]3([C:23]4[CH:28]=[CH:27][C:26]([C:40]5[N:41]=[N:42][C:43]([CH3:46])=[CH:44][CH:45]=5)=[CH:25][CH:24]=4)[CH2:22][CH2:21]3)=[N:18][N:19]=[C:12]2[CH2:11]1)([C:4]([CH3:7])([CH3:5])[CH3:6])([CH3:3])[CH3:2], predict the reactants needed to synthesize it. The reactants are: [Si:1]([O:8][CH2:9][C:10]1([CH3:38])[S:16][CH2:15][CH2:14][N:13]2[C:17]([C:20]3([C:23]4[CH:28]=[CH:27][C:26](B5OC(C)(C)C(C)(C)O5)=[CH:25][CH:24]=4)[CH2:22][CH2:21]3)=[N:18][N:19]=[C:12]2[CH2:11]1)([C:4]([CH3:7])([CH3:6])[CH3:5])([CH3:3])[CH3:2].Cl[C:40]1[N:41]=[N:42][C:43]([CH3:46])=[CH:44][CH:45]=1.C(=O)([O-])[O-].[K+].[K+].C(=O)([O-])O.[Na+]. (2) Given the product [C:1]([C:3]1[CH:8]=[CH:7][C:6]([N:9]2[C:13](=[O:14])[C:12]([CH3:16])([CH3:15])[N:11]([C:17]3[CH:25]=[CH:24][C:20]([C:21]([NH2:23])=[O:22])=[C:19]([F:26])[CH:18]=3)[C:10]2=[O:32])=[CH:5][C:4]=1[C:28]([F:31])([F:30])[F:29])#[N:2], predict the reactants needed to synthesize it. The reactants are: [C:1]([C:3]1[CH:8]=[CH:7][C:6]([N:9]2[C:13](=[O:14])[C:12]([CH3:16])([CH3:15])[N:11]([C:17]3[CH:25]=[CH:24][C:20]([C:21]([NH2:23])=[O:22])=[C:19]([F:26])[CH:18]=3)[C:10]2=S)=[CH:5][C:4]=1[C:28]([F:31])([F:30])[F:29])#[N:2].[OH:32]O. (3) Given the product [C:1]([C:5]1[CH:44]=[CH:43][C:8]([C:9]([NH:11][C@@H:12]([CH2:17][C:18]2[CH:23]=[CH:22][C:21]([C:24]3[N:28]=[C:27]([C:29]4[CH:30]=[CH:31][C:32]([O:35][CH2:36][CH2:37][CH2:38][CH2:39][CH2:40][CH2:41][CH3:42])=[CH:33][CH:34]=4)[O:26][N:25]=3)=[CH:20][CH:19]=2)[C:13]([OH:15])=[O:14])=[O:10])=[CH:7][CH:6]=1)([CH3:3])([CH3:2])[CH3:4], predict the reactants needed to synthesize it. The reactants are: [C:1]([C:5]1[CH:44]=[CH:43][C:8]([C:9]([NH:11][C@@H:12]([CH2:17][C:18]2[CH:23]=[CH:22][C:21]([C:24]3[N:28]=[C:27]([C:29]4[CH:34]=[CH:33][C:32]([O:35][CH2:36][CH2:37][CH2:38][CH2:39][CH2:40][CH2:41][CH3:42])=[CH:31][CH:30]=4)[O:26][N:25]=3)=[CH:20][CH:19]=2)[C:13]([O:15]C)=[O:14])=[O:10])=[CH:7][CH:6]=1)([CH3:4])([CH3:3])[CH3:2].[OH-].[Na+]. (4) Given the product [CH3:45][C:43]1[CH:42]=[C:28]([CH:27]=[C:26]([CH3:25])[CH:44]=1)[C:29]([C:31]1[N:36]([CH2:2][C:3]2[CH:8]=[CH:7][N:6]=[C:5]([NH:9][C:10](=[O:12])[CH3:11])[CH:4]=2)[C:35](=[O:37])[NH:34][C:33](=[O:38])[C:32]=1[CH:39]([CH3:41])[CH3:40])=[O:30], predict the reactants needed to synthesize it. The reactants are: O[CH2:2][C:3]1[CH:8]=[CH:7][N:6]=[C:5]([NH:9][C:10](=[O:12])[CH3:11])[CH:4]=1.C(N(CC)CC)C.CS(Cl)(=O)=O.[CH3:25][C:26]1[CH:27]=[C:28]([CH:42]=[C:43]([CH3:45])[CH:44]=1)[C:29]([C:31]1[NH:36][C:35](=[O:37])[NH:34][C:33](=[O:38])[C:32]=1[CH:39]([CH3:41])[CH3:40])=[O:30].C(=O)([O-])[O-].[K+].[K+].[I-].[Li+]. (5) Given the product [F:20][C:21]1[CH:26]=[CH:25][C:24]([C:2]2[CH:3]=[N:4][C:5]3[N:6]([CH:8]=[C:9]([CH2:11][O:12][C:13]4[CH:14]=[N:15][CH:16]=[C:17]([F:19])[CH:18]=4)[N:10]=3)[CH:7]=2)=[CH:23][CH:22]=1, predict the reactants needed to synthesize it. The reactants are: Br[C:2]1[CH:3]=[N:4][C:5]2[N:6]([CH:8]=[C:9]([CH2:11][O:12][C:13]3[CH:14]=[N:15][CH:16]=[C:17]([F:19])[CH:18]=3)[N:10]=2)[CH:7]=1.[F:20][C:21]1[CH:26]=[CH:25][C:24](B(O)O)=[CH:23][CH:22]=1.